The task is: Predict the reactants needed to synthesize the given product.. This data is from Full USPTO retrosynthesis dataset with 1.9M reactions from patents (1976-2016). (1) The reactants are: [CH3:1][C:2]1([CH3:36])[C:26]2[C:6]([CH:7]=[C:8]3[C:25]=2[CH:24]=[C:23]2[C:10]([C:11]4[CH:12]=[CH:13][CH:14]=[CH:15][C:16]=4[C:17]4[CH:18]=[CH:19][CH:20]=[CH:21][C:22]=42)=[CH:9]3)=[CH:5][C:4](B2OC(C)(C)C(C)(C)O2)=[CH:3]1.Br[C:38]1[CH:43]=[CH:42][CH:41]=[CH:40][C:39]=1[N+:44]([O-:46])=[O:45].C([O-])([O-])=O.[Na+].[Na+].CCO. Given the product [CH3:1][C:2]1([CH3:36])[C:26]2[C:6]([CH:7]=[C:8]3[C:25]=2[CH:24]=[C:23]2[C:10]([C:11]4[CH:12]=[CH:13][CH:14]=[CH:15][C:16]=4[C:17]4[CH:18]=[CH:19][CH:20]=[CH:21][C:22]=42)=[CH:9]3)=[CH:5][C:4]([C:38]2[CH:43]=[CH:42][CH:41]=[CH:40][C:39]=2[N+:44]([O-:46])=[O:45])=[CH:3]1, predict the reactants needed to synthesize it. (2) The reactants are: [CH:1]1[CH:6]=[C:5]([CH:7]([CH:10]=O)[CH:8]=O)[N:4]=[CH:3][CH:2]=1.O.[NH2:13][NH2:14]. Given the product [NH:13]1[CH:10]=[C:7]([C:5]2[CH:6]=[CH:1][CH:2]=[CH:3][N:4]=2)[CH:8]=[N:14]1, predict the reactants needed to synthesize it. (3) The reactants are: [CH2:1]([NH:8][C:9]([C:11]1[C:20](=[O:21])[N:19]([O:22]CC2C=CC=CC=2)[C:18]2[N:17]=[CH:16][C:15]([C:30]([O:32][CH3:33])=[O:31])=[CH:14][C:13]=2[C:12]=1[OH:34])=[O:10])[C:2]1[CH:7]=[CH:6][CH:5]=[CH:4][CH:3]=1.N#N. Given the product [CH2:1]([NH:8][C:9]([C:11]1[C:20](=[O:21])[N:19]([OH:22])[C:18]2[N:17]=[CH:16][C:15]([C:30]([O:32][CH3:33])=[O:31])=[CH:14][C:13]=2[C:12]=1[OH:34])=[O:10])[C:2]1[CH:3]=[CH:4][CH:5]=[CH:6][CH:7]=1, predict the reactants needed to synthesize it. (4) Given the product [CH3:34][O:33][C:18]1[CH:17]=[CH:16][CH:15]=[C:14]2[C:19]=1[O:20][C:21]1[CH:22]=[C:23]([C:27]3[CH:28]=[N:29][CH:30]=[CH:31][CH:32]=3)[CH:24]=[CH:25][C:26]=1[CH:13]2[CH:8]1[CH2:7][CH:6]2[NH:5][CH:10]([CH2:11][CH2:12]2)[CH2:9]1.[C:3]([OH:40])([C:2]([F:36])([F:35])[F:1])=[O:4], predict the reactants needed to synthesize it. The reactants are: [F:1][C:2]([F:36])([F:35])[C:3]([N:5]1[CH:10]2[CH2:11][CH2:12][CH:6]1[CH2:7][CH:8]([CH:13]1[C:26]3[CH:25]=[CH:24][C:23]([C:27]4[CH:28]=[N:29][CH:30]=[CH:31][CH:32]=4)=[CH:22][C:21]=3[O:20][C:19]3[C:14]1=[CH:15][CH:16]=[CH:17][C:18]=3[O:33][CH3:34])[CH2:9]2)=[O:4].FC(F)(F)C(N1C2CCC1CC(C1C3C=CC(C4NN=NN=4)=CC=3OC3C1=CC=CC=3)C2)=[O:40]. (5) Given the product [Si:26]([O:25][CH2:21][CH:22]([OH:24])[CH2:23][C:11]#[C:10][Si:7]([CH3:9])([CH3:8])[CH3:6])([C:29]([CH3:32])([CH3:31])[CH3:30])([CH3:28])[CH3:27], predict the reactants needed to synthesize it. The reactants are: C([Li])CCC.[CH3:6][Si:7]([C:10]#[CH:11])([CH3:9])[CH3:8].B(F)(F)F.CCOCC.[CH2:21]([O:25][Si:26]([C:29]([CH3:32])([CH3:31])[CH3:30])([CH3:28])[CH3:27])[CH:22]1[O:24][CH2:23]1. (6) The reactants are: O=[CH:2][CH2:3][CH:4]1[CH2:9][CH2:8][N:7]([C:10]([O:12][C:13]([CH3:16])([CH3:15])[CH3:14])=[O:11])[CH2:6][CH2:5]1.BrC1(Br)C(=O)NC(=O)NC1=O.[NH2:28][C:29]([NH2:31])=[S:30]. Given the product [NH2:31][C:29]1[S:30][C:3]([CH:4]2[CH2:9][CH2:8][N:7]([C:10]([O:12][C:13]([CH3:16])([CH3:15])[CH3:14])=[O:11])[CH2:6][CH2:5]2)=[CH:2][N:28]=1, predict the reactants needed to synthesize it. (7) Given the product [CH:10]12[CH2:16][CH:13]([CH:14]([C:2]3[CH:7]=[CH:6][C:5]([OH:8])=[C:4]([CH3:9])[CH:3]=3)[CH2:15]1)[CH2:12][CH:11]2[C:2]1[CH:3]=[CH:4][C:20]([OH:21])=[C:27]([CH3:28])[CH:7]=1, predict the reactants needed to synthesize it. The reactants are: Br[C:2]1[CH:7]=[CH:6][C:5]([OH:8])=[C:4]([CH3:9])[CH:3]=1.[C:10]12[CH2:16][C:13]([CH2:14][CH2:15]1)=[CH:12][CH:11]=2.CN([CH:20]=[O:21])C.C(N([CH2:27][CH3:28])CC)C.